From a dataset of Reaction yield outcomes from USPTO patents with 853,638 reactions. Predict the reaction yield, written as a fraction of the theoretical maximum amount of product (1.0 means a 100% yield; for example, 0.34 means a 34% yield). (1) The reactants are [O:1]1[C:5]2[CH:6]=[CH:7][C:8]([C:10]3[S:11][CH:12]=[C:13]([C:15]([OH:17])=O)[N:14]=3)=[CH:9][C:4]=2[CH2:3][CH2:2]1.[NH2:18][C:19]1[NH:23][C:22]2[CH:24]=[CH:25][C:26]([C:28]#[N:29])=[CH:27][C:21]=2[N:20]=1.F[P-](F)(F)(F)(F)F.N1(OC(N(C)C)=[N+](C)C)C2C=CC=CC=2N=N1.C(N(CC)C(C)C)(C)C. The catalyst is CN(C)C=O.CN(C)C1C=CN=CC=1. The product is [C:28]([C:26]1[CH:25]=[CH:24][C:22]2[NH:23][C:19]([NH:18][C:15]([C:13]3[N:14]=[C:10]([C:8]4[CH:7]=[CH:6][C:5]5[O:1][CH2:2][CH2:3][C:4]=5[CH:9]=4)[S:11][CH:12]=3)=[O:17])=[N:20][C:21]=2[CH:27]=1)#[N:29]. The yield is 0.790. (2) The reactants are [Cl:1][CH2:2][C:3]([C:5]1[S:6][CH:7]=[CH:8][CH:9]=1)=[O:4].[CH3:10][O:11][C:12]1[N:17]=[CH:16][C:15]([CH:18]([NH:30][C:31]2[CH:32]=[C:33]([CH:39]=[CH:40][CH:41]=2)[C:34]([O:36][CH2:37][CH3:38])=[O:35])[C:19](=[O:29])[O:20][C@@H:21]2[CH:26]3[CH2:27][CH2:28][N:23]([CH2:24][CH2:25]3)[CH2:22]2)=[CH:14][CH:13]=1. The catalyst is CCOC(C)=O. The product is [Cl-:1].[CH2:37]([O:36][C:34]([C:33]1[CH:32]=[C:31]([NH:30][CH:18]([C:15]2[CH:16]=[N:17][C:12]([O:11][CH3:10])=[CH:13][CH:14]=2)[C:19]([O:20][C@@H:21]2[CH:26]3[CH2:27][CH2:28][N+:23]([CH2:2][C:3](=[O:4])[C:5]4[S:6][CH:7]=[CH:8][CH:9]=4)([CH2:24][CH2:25]3)[CH2:22]2)=[O:29])[CH:41]=[CH:40][CH:39]=1)=[O:35])[CH3:38]. The yield is 0.609. (3) The reactants are [F:1][C:2]1[CH:7]=[C:6]([C:8]2[CH:9]=[N:10][N:11]([CH3:13])[CH:12]=2)[CH:5]=[CH:4][C:3]=1[C:14]1[CH:15]=[N+:16]([O-])[CH:17]=[C:18]2[C:23]=1[N:22]=[C:21]([C:24](=[O:27])[NH:25][CH3:26])[CH:20]=[CH:19]2.C1(C)C=CC(S(Cl)(=O)=O)=CC=1.C(C[NH2:43])O.O. The catalyst is N1C=CC=CC=1. The product is [NH2:43][C:17]1[N:16]=[CH:15][C:14]([C:3]2[CH:4]=[CH:5][C:6]([C:8]3[CH:9]=[N:10][N:11]([CH3:13])[CH:12]=3)=[CH:7][C:2]=2[F:1])=[C:23]2[C:18]=1[CH:19]=[CH:20][C:21]([C:24]([NH:25][CH3:26])=[O:27])=[N:22]2. The yield is 0.470. (4) The reactants are [C:1]([O:5][C:6]([NH:8][C@:9]12[CH2:17][CH:16]1[CH2:15][C@H:14]1[C@@H:10]2[CH2:11][N:12](CC2C=CC(OC)=CC=2)[CH2:13]1)=[O:7])([CH3:4])([CH3:3])[CH3:2].[H][H]. The catalyst is [Pd].CO. The product is [C:1]([O:5][C:6]([NH:8][C@:9]12[CH2:17][CH:16]1[CH2:15][C@H:14]1[C@@H:10]2[CH2:11][NH:12][CH2:13]1)=[O:7])([CH3:4])([CH3:2])[CH3:3]. The yield is 0.950. (5) The reactants are [CH:1]1[CH2:6][CH2:5][CH2:4][CH2:3][CH:2]=1.[C:7]([O-])([O-])=[O:8].[K+].[K+].CN(C=[O:17])C. No catalyst specified. The product is [OH:17][C:1]1[CH:6]=[C:5]([CH:4]=[CH:3][CH:2]=1)[CH:7]=[O:8]. The yield is 0.920. (6) The reactants are [NH2:1][C:2]1[CH:10]=[CH:9][C:8]([OH:11])=[CH:7][C:3]=1[C:4](O)=[O:5].[CH3:12][NH:13][CH:14]=O. No catalyst specified. The product is [OH:11][C:8]1[CH:7]=[C:3]2[C:2](=[CH:10][CH:9]=1)[N:1]=[CH:12][N:13]([CH3:14])[C:4]2=[O:5]. The yield is 0.800. (7) The reactants are [CH2:1]([O:4][C:5]1[C:6]([CH2:20][CH3:21])=[C:7]([CH2:15][C:16]([O:18][CH3:19])=[O:17])[CH:8]=[C:9]([O:11][CH2:12][CH:13]=[CH2:14])[CH:10]=1)[CH:2]=[CH2:3].[C:22](O)(=[O:29])[C:23]1[CH:28]=[CH:27][CH:26]=[CH:25][CH:24]=1.FC(F)(F)C(OC(=O)C(F)(F)F)=O.C(=O)([O-])O.[Na+]. The catalyst is FC(F)(F)C(O)=O. The product is [CH2:12]([O:11][C:9]1[C:8]([C:22](=[O:29])[C:23]2[CH:28]=[CH:27][CH:26]=[CH:25][CH:24]=2)=[C:7]([CH2:15][C:16]([O:18][CH3:19])=[O:17])[C:6]([CH2:20][CH3:21])=[C:5]([O:4][CH2:1][CH:2]=[CH2:3])[CH:10]=1)[CH:13]=[CH2:14]. The yield is 0.550. (8) The reactants are [CH2:1]([N:3]1[C:7](=[O:8])[N:6]([C:9]2[CH:14]=[CH:13][C:12]([N:15]3[CH2:20][CH2:19][N:18]([C:21]4[CH:26]=[CH:25][C:24]([O:27]C)=[CH:23][CH:22]=4)[CH2:17][CH2:16]3)=[CH:11][CH:10]=2)[CH:5]=[N:4]1)[CH3:2]. The catalyst is Br. The product is [CH2:1]([N:3]1[C:7](=[O:8])[N:6]([C:9]2[CH:10]=[CH:11][C:12]([N:15]3[CH2:16][CH2:17][N:18]([C:21]4[CH:22]=[CH:23][C:24]([OH:27])=[CH:25][CH:26]=4)[CH2:19][CH2:20]3)=[CH:13][CH:14]=2)[CH:5]=[N:4]1)[CH3:2]. The yield is 0.930.